Dataset: Reaction yield outcomes from USPTO patents with 853,638 reactions. Task: Predict the reaction yield, written as a fraction of the theoretical maximum amount of product (1.0 means a 100% yield; for example, 0.34 means a 34% yield). The reactants are [CH2:1]([C@:3]1([CH2:29][CH2:30][CH2:31][CH2:32][B:33]2[O:37][C:36]([CH3:39])([CH3:38])[C:35]([CH3:41])([CH3:40])[O:34]2)[C:8](=[O:9])[O:7][C@@H:6](C2C=CC=CC=2)[C@@H](C2C=CC=CC=2)[N:4]1[C:22]([O:24][C:25]([CH3:28])([CH3:27])[CH3:26])=[O:23])[CH3:2].C(=O)=O.N.[Li]. The catalyst is CC#N.C1COCC1. The product is [C:25]([O:24][C:22]([NH:4][C@@:3]([CH2:1][CH3:2])([CH2:29][CH2:30][CH2:31][CH2:32][B:33]1[O:34][C:35]([CH3:41])([CH3:40])[C:36]([CH3:39])([CH3:38])[O:37]1)[C:8]([O:7][CH3:6])=[O:9])=[O:23])([CH3:28])([CH3:27])[CH3:26]. The yield is 0.710.